From a dataset of Catalyst prediction with 721,799 reactions and 888 catalyst types from USPTO. Predict which catalyst facilitates the given reaction. (1) Reactant: [C:1]([CH:5]1[CH2:10][CH2:9][C:8](=O)[CH:7]([CH2:12][C:13](=O)[C:14]2[CH:19]=[CH:18][CH:17]=[CH:16][CH:15]=2)[CH2:6]1)([CH3:4])([CH3:3])[CH3:2].[NH2:21][C:22]1[CH:23]=[C:24]([CH:28]=[CH:29][CH:30]=1)[C:25]([OH:27])=[O:26].O. Product: [C:1]([CH:5]1[CH2:10][CH2:9][C:8]2[N:21]([C:22]3[CH:23]=[C:24]([CH:28]=[CH:29][CH:30]=3)[C:25]([OH:27])=[O:26])[C:13]([C:14]3[CH:19]=[CH:18][CH:17]=[CH:16][CH:15]=3)=[CH:12][C:7]=2[CH2:6]1)([CH3:4])([CH3:3])[CH3:2]. The catalyst class is: 15. (2) Product: [CH2:15]([C:10]1[CH:11]=[C:12]2[C:7](=[CH:8][CH:9]=1)[CH2:6][NH:5][CH2:14][CH2:13]2)[CH2:16][CH2:17][CH2:18][CH2:19][CH2:20][CH2:21][CH3:22]. Reactant: FC(F)(F)C([N:5]1[CH2:14][CH2:13][C:12]2[C:7](=[CH:8][CH:9]=[C:10]([CH2:15][CH2:16][CH2:17][CH2:18][CH2:19][CH2:20][CH2:21][CH3:22])[CH:11]=2)[CH2:6]1)=O.C([O-])([O-])=O.[K+].[K+]. The catalyst class is: 5. (3) Reactant: O1CCCCC1[O:7][CH2:8][CH2:9][CH2:10][C:11]1[N:16]=[CH:15][C:14]([C:17]2[CH:22]=[CH:21][C:20]([NH:23][C:24](=[O:30])[O:25][C:26]([CH3:29])([CH3:28])[CH3:27])=[CH:19][CH:18]=2)=[CH:13][N:12]=1.C1(C)C=CC(S([O-])(=O)=O)=CC=1.[NH+]1C=CC=CC=1. Product: [OH:7][CH2:8][CH2:9][CH2:10][C:11]1[N:16]=[CH:15][C:14]([C:17]2[CH:22]=[CH:21][C:20]([NH:23][C:24](=[O:30])[O:25][C:26]([CH3:28])([CH3:27])[CH3:29])=[CH:19][CH:18]=2)=[CH:13][N:12]=1. The catalyst class is: 5.